Dataset: Full USPTO retrosynthesis dataset with 1.9M reactions from patents (1976-2016). Task: Predict the reactants needed to synthesize the given product. Given the product [C:54]1([CH3:53])[CH:55]=[CH:56][C:57]([S:60]([OH:63])(=[O:61])=[O:62])=[CH:58][CH:59]=1.[CH:1]([O:4][C:5]([N:7]1[CH2:10][CH:9]([O:11][C@@H:12]([C:14]2[O:18][N:17]=[C:16]([C:19]3[CH:20]=[N:21][C:22]([N:25]4[CH2:29][C@H:28]([C:30]5[CH:35]=[C:34]([F:36])[CH:33]=[CH:32][C:31]=5[F:37])[C@@H:27]([NH2:38])[CH2:26]4)=[N:23][CH:24]=3)[N:15]=2)[CH3:13])[CH2:8]1)=[O:6])([CH3:2])[CH3:3], predict the reactants needed to synthesize it. The reactants are: [CH:1]([O:4][C:5]([N:7]1[CH2:10][CH:9]([O:11][C@@H:12]([C:14]2[O:18][N:17]=[C:16]([C:19]3[CH:20]=[N:21][C:22]([N:25]4[CH2:29][C@H:28]([C:30]5[CH:35]=[C:34]([F:36])[CH:33]=[CH:32][C:31]=5[F:37])[C@@H:27]([NH:38]C(OC(C)(C)C)=O)[CH2:26]4)=[N:23][CH:24]=3)[N:15]=2)[CH3:13])[CH2:8]1)=[O:6])([CH3:3])[CH3:2].C(O)(C(F)(F)F)=O.[CH3:53][C:54]1[CH:55]=[CH:56][C:57]([S:60]([OH:63])(=[O:62])=[O:61])=[CH:58][CH:59]=1.